This data is from Full USPTO retrosynthesis dataset with 1.9M reactions from patents (1976-2016). The task is: Predict the reactants needed to synthesize the given product. (1) Given the product [CH3:39][O:38][C:35]1[CH:36]=[CH:37][C:32]([CH2:31][O:30][C:20]2[N:19]=[C:18]([C:3]3[CH:4]=[CH:5][CH:6]=[CH:7][C:2]=3[OH:1])[CH:23]=[C:22]([N:24]3[CH2:29][CH2:28][O:27][CH2:26][CH2:25]3)[CH:21]=2)=[CH:33][CH:34]=1, predict the reactants needed to synthesize it. The reactants are: [OH:1][C:2]1[CH:7]=[CH:6][CH:5]=[CH:4][C:3]=1B(O)O.C(=O)([O-])[O-].[Na+].[Na+].Cl[C:18]1[CH:23]=[C:22]([N:24]2[CH2:29][CH2:28][O:27][CH2:26][CH2:25]2)[CH:21]=[C:20]([O:30][CH2:31][C:32]2[CH:37]=[CH:36][C:35]([O:38][CH3:39])=[CH:34][CH:33]=2)[N:19]=1.COCCOC. (2) Given the product [Cl:1][C:2]1[CH:3]=[C:4]([C@@H:8]2[C@@H:13]([C:14]3[CH:19]=[CH:18][C:17]([Cl:20])=[CH:16][CH:15]=3)[N:12]([C@H:21]3[CH2:25][CH2:24][C@@H:23]([OH:32])[C@H:22]3[OH:37])[C:11](=[O:26])[C@:10]([CH2:28][C:29]([OH:31])=[O:30])([CH3:27])[CH2:9]2)[CH:5]=[CH:6][CH:7]=1, predict the reactants needed to synthesize it. The reactants are: [Cl:1][C:2]1[CH:3]=[C:4]([C@@H:8]2[C@@H:13]([C:14]3[CH:19]=[CH:18][C:17]([Cl:20])=[CH:16][CH:15]=3)[N:12]([CH:21]3[CH2:25][CH2:24][CH:23]=[CH:22]3)[C:11](=[O:26])[C@:10]([CH2:28][C:29]([OH:31])=[O:30])([CH3:27])[CH2:9]2)[CH:5]=[CH:6][CH:7]=1.[OH2:32].CC([OH:37])(C)C.C[N+]1([O-])CCOCC1. (3) The reactants are: [CH3:1][N:2]1[CH2:7][CH2:6][N:5]([N:8]2[C:12](=[O:13])[CH2:11][S:10][C:9]2=[O:14])[CH2:4][CH2:3]1.[Cl:15][C:16]1[CH:33]=[CH:32][C:19]([CH2:20][N:21]2[C:29]3[C:24](=[CH:25][C:26]([CH:30]=O)=[CH:27][CH:28]=3)[CH:23]=[N:22]2)=[C:18]([C:34]([F:37])([F:36])[F:35])[CH:17]=1. Given the product [Cl:15][C:16]1[CH:33]=[CH:32][C:19]([CH2:20][N:21]2[C:29]3[C:24](=[CH:25][C:26](/[CH:30]=[C:11]4/[C:12](=[O:13])[N:8]([N:5]5[CH2:4][CH2:3][N:2]([CH3:1])[CH2:7][CH2:6]5)[C:9](=[O:14])[S:10]/4)=[CH:27][CH:28]=3)[CH:23]=[N:22]2)=[C:18]([C:34]([F:35])([F:37])[F:36])[CH:17]=1, predict the reactants needed to synthesize it. (4) Given the product [Cl:1][C:2]1[CH:7]=[CH:6][N:5]=[C:4]([CH2:8][NH:9][C:10]2[O:11][C:12]3[C:18]([O:19][CH3:20])=[CH:17][C:16]([C:21]([N:26]4[C:25]([CH2:32][OH:33])([CH3:24])[CH2:30][O:29][CH:28]([CH3:31])[CH2:27]4)=[O:23])=[CH:15][C:13]=3[N:14]=2)[CH:3]=1, predict the reactants needed to synthesize it. The reactants are: [Cl:1][C:2]1[CH:7]=[CH:6][N:5]=[C:4]([CH2:8][NH:9][C:10]2[O:11][C:12]3[C:18]([O:19][CH3:20])=[CH:17][C:16]([C:21]([OH:23])=O)=[CH:15][C:13]=3[N:14]=2)[CH:3]=1.[CH3:24][C:25]1([CH2:32][OH:33])[CH2:30][O:29][CH:28]([CH3:31])[CH2:27][NH:26]1.C(N(CC)C(C)C)(C)C.CN(C(ON1N=NC2C=CC=NC1=2)=[N+](C)C)C.F[P-](F)(F)(F)(F)F. (5) The reactants are: C(OC([O:6][C:7]1[CH:12]=[CH:11][C:10]([C:13](=[C:27]2[CH2:32][C:31]([CH3:34])([CH3:33])[CH2:30][C:29]([CH3:36])([CH3:35])[CH2:28]2)[C:14]2[CH:19]=[CH:18][C:17]([C:20]#[C:21][C:22]([O:24]CC)=[O:23])=[CH:16][CH:15]=2)=[CH:9][CH:8]=1)=O)C.[OH-].[Na+].Cl. Given the product [OH:6][C:7]1[CH:12]=[CH:11][C:10]([C:13](=[C:27]2[CH2:28][C:29]([CH3:36])([CH3:35])[CH2:30][C:31]([CH3:34])([CH3:33])[CH2:32]2)[C:14]2[CH:19]=[CH:18][C:17]([C:20]#[C:21][C:22]([OH:24])=[O:23])=[CH:16][CH:15]=2)=[CH:9][CH:8]=1, predict the reactants needed to synthesize it.